Dataset: Peptide-MHC class I binding affinity with 185,985 pairs from IEDB/IMGT. Task: Regression. Given a peptide amino acid sequence and an MHC pseudo amino acid sequence, predict their binding affinity value. This is MHC class I binding data. (1) The peptide sequence is GVVFLHVTY. The MHC is HLA-A68:01 with pseudo-sequence HLA-A68:01. The binding affinity (normalized) is 0. (2) The peptide sequence is KTDIVNTTY. The MHC is HLA-A30:01 with pseudo-sequence HLA-A30:01. The binding affinity (normalized) is 0.270. (3) The peptide sequence is PLTGNNTITT. The MHC is HLA-A02:06 with pseudo-sequence HLA-A02:06. The binding affinity (normalized) is 0.